Dataset: Forward reaction prediction with 1.9M reactions from USPTO patents (1976-2016). Task: Predict the product of the given reaction. (1) Given the reactants [Cl:1][CH2:2][S:3]([N:6]1[CH2:11][CH2:10][O:9][CH2:8][CH2:7]1)(=[O:5])=[O:4].[N-:12]=[N+:13]=[N-:14].[Na+:15].CN(C=[O:20])C, predict the reaction product. The product is: [CH3:7][CH2:8][O:9][C:10]([CH3:11])=[O:20].[Cl-:1].[Na+:15].[OH2:4].[N:12]([CH2:2][S:3]([N:6]1[CH2:11][CH2:10][O:9][CH2:8][CH2:7]1)(=[O:5])=[O:4])=[N+:13]=[N-:14]. (2) Given the reactants C([NH:4][C:5]1[N:9]([CH2:10][C:11](OCC)=[O:12])[N:8]=[C:7]([C:16]2[CH:21]=[CH:20][CH:19]=[C:18]([F:22])[CH:17]=2)[C:6]=1[C:23]#[C:24][C:25]1[CH:30]=[CH:29][CH:28]=[CH:27][CH:26]=1)(=O)C.[BH4-].[Na+].[OH-].[Na+], predict the reaction product. The product is: [NH2:4][C:5]1[N:9]([CH2:10][CH2:11][OH:12])[N:8]=[C:7]([C:16]2[CH:21]=[CH:20][CH:19]=[C:18]([F:22])[CH:17]=2)[C:6]=1[C:23]#[C:24][C:25]1[CH:30]=[CH:29][CH:28]=[CH:27][CH:26]=1. (3) Given the reactants C1(P(C2C=CC=CC=2)C2C=CC=CC=2)C=CC=CC=1.N(C(OC(C)C)=O)=NC(OC(C)C)=O.[Cl:34][C:35]1[CH:40]=[CH:39][C:38]([CH2:41][C:42]2[C:51]3[C:46](=[CH:47][CH:48]=[CH:49][CH:50]=3)[C:45](=[O:52])[NH:44][N:43]=2)=[CH:37][CH:36]=1.[C:53]([O:57][C:58]([N:60]1[CH2:66][CH2:65][CH2:64][C@@H:61]1[CH2:62]O)=[O:59])([CH3:56])([CH3:55])[CH3:54], predict the reaction product. The product is: [Cl:34][C:35]1[CH:36]=[CH:37][C:38]([CH2:41][C:42]2[C:51]3[C:46](=[CH:47][CH:48]=[CH:49][CH:50]=3)[C:45](=[O:52])[N:44]([CH2:62][C@H:61]3[CH2:64][CH2:65][CH2:66][N:60]3[C:58]([O:57][C:53]([CH3:54])([CH3:56])[CH3:55])=[O:59])[N:43]=2)=[CH:39][CH:40]=1.